Dataset: Full USPTO retrosynthesis dataset with 1.9M reactions from patents (1976-2016). Task: Predict the reactants needed to synthesize the given product. (1) Given the product [C:1]([NH:5][C:6]1[C:15]2[C:10](=[C:11]([NH:16][C:20](=[O:21])[C:19]3[CH:23]=[C:24]([CH2:28][NH:29][C:30](=[O:35])[C:31]([CH3:33])([CH3:34])[CH3:32])[C:25]([F:27])=[CH:26][C:18]=3[Cl:17])[CH:12]=[CH:13][CH:14]=2)[N:9]=[CH:8][N:7]=1)([CH3:4])([CH3:2])[CH3:3], predict the reactants needed to synthesize it. The reactants are: [C:1]([NH:5][C:6]1[C:15]2[C:10](=[C:11]([NH2:16])[CH:12]=[CH:13][CH:14]=2)[N:9]=[CH:8][N:7]=1)([CH3:4])([CH3:3])[CH3:2].[Cl:17][C:18]1[CH:26]=[C:25]([F:27])[C:24]([CH2:28][NH:29][C:30](=[O:35])[C:31]([CH3:34])([CH3:33])[CH3:32])=[CH:23][C:19]=1[C:20](O)=[O:21].C(Cl)(=O)C(Cl)=O.CCN(C(C)C)C(C)C. (2) Given the product [F:11][C:12]1[CH:39]=[CH:38][C:15]([CH2:16][N:17]2[CH2:21][CH2:20][CH:19]([N:22]3[CH2:27][CH2:26][CH:25]([C:28]4[CH:33]=[CH:32][C:31]([O:34][CH3:35])=[CH:30][CH:29]=4)[C:24](=[O:36])[CH2:23]3)[C:18]2=[O:37])=[CH:14][CH:13]=1, predict the reactants needed to synthesize it. The reactants are: CS(C)=O.C(Cl)(=O)C(Cl)=O.[F:11][C:12]1[CH:39]=[CH:38][C:15]([CH2:16][N:17]2[CH2:21][CH2:20][CH:19]([N:22]3[CH2:27][CH2:26][C@@H:25]([C:28]4[CH:33]=[CH:32][C:31]([O:34][CH3:35])=[CH:30][CH:29]=4)[C@H:24]([OH:36])[CH2:23]3)[C:18]2=[O:37])=[CH:14][CH:13]=1.C(N(CC)CC)C. (3) The reactants are: [CH2:1]([C:3]1[NH:4][C:5](=[O:27])[C:6]([CH2:12][C:13]2[CH:18]=[CH:17][C:16]([C:19]3[C:20]([C:25]#[N:26])=[CH:21][CH:22]=[CH:23][CH:24]=3)=[CH:15][CH:14]=2)=[C:7]([CH2:9][CH2:10][CH3:11])[N:8]=1)[CH3:2].[C:28]1(B(O)O)[CH:33]=[CH:32][CH:31]=[CH:30][CH:29]=1.N1C=CC=CC=1.C(N(CC)CC)C. Given the product [CH2:1]([C:3]1[N:4]([C:28]2[CH:33]=[CH:32][CH:31]=[CH:30][CH:29]=2)[C:5](=[O:27])[C:6]([CH2:12][C:13]2[CH:18]=[CH:17][C:16]([C:19]3[C:20]([C:25]#[N:26])=[CH:21][CH:22]=[CH:23][CH:24]=3)=[CH:15][CH:14]=2)=[C:7]([CH2:9][CH2:10][CH3:11])[N:8]=1)[CH3:2], predict the reactants needed to synthesize it.